From a dataset of Forward reaction prediction with 1.9M reactions from USPTO patents (1976-2016). Predict the product of the given reaction. Given the reactants [CH2:1]([OH:4])[CH2:2][CH3:3].C(N(CC)CC)C.[C:12]1([CH3:22])[CH:17]=[CH:16][C:15]([S:18](Cl)(=[O:20])=[O:19])=[CH:14][CH:13]=1.Cl, predict the reaction product. The product is: [S:18]([C:15]1[CH:16]=[CH:17][C:12]([CH3:22])=[CH:13][CH:14]=1)([O:4][CH2:1][CH2:2][CH3:3])(=[O:20])=[O:19].